Dataset: Reaction yield outcomes from USPTO patents with 853,638 reactions. Task: Predict the reaction yield, written as a fraction of the theoretical maximum amount of product (1.0 means a 100% yield; for example, 0.34 means a 34% yield). (1) The reactants are [N+:1]([C:4]1[CH:5]=[N:6][CH:7]=[CH:8][C:9]=1[CH2:10][C:11]([O:13][CH3:14])=[O:12])([O-:3])=[O:2].[C:15](=O)([O-])[O-].[K+].[K+].C=O. The catalyst is [Cl-].C([N+](CC)(CC)CC)C1C=CC=CC=1.C1(C)C=CC=CC=1. The product is [N+:1]([C:4]1[CH:5]=[N:6][CH:7]=[CH:8][C:9]=1[C:10](=[CH2:15])[C:11]([O:13][CH3:14])=[O:12])([O-:3])=[O:2]. The yield is 0.550. (2) The reactants are [C:1]([C:9]1[CH:15]=[C:14]2[O:16][CH2:17][O:18][C:13]2=[CH:12][C:10]=1[NH2:11])(=O)[C:2]1[CH:7]=[CH:6][CH:5]=[CH:4][CH:3]=1.O.[O:20]([C:22]#[N:23])[Na]. The catalyst is CC(O)=O. The product is [CH2:17]1[O:18][C:13]2[CH:12]=[C:10]3[C:9]([C:1]([C:2]4[CH:7]=[CH:6][CH:5]=[CH:4][CH:3]=4)=[N:23][C:22](=[O:20])[NH:11]3)=[CH:15][C:14]=2[O:16]1. The yield is 0.470. (3) The reactants are Br[C:2]1[S:6][C:5]([NH:7][C:8]([NH:10][C:11]2[CH:16]=[CH:15][C:14]([CH3:17])=[CH:13][C:12]=2[C:18]([CH:20]2[CH2:24][CH2:23][CH2:22][CH2:21]2)=[O:19])=[O:9])=[N:4][CH:3]=1.[NH:25]1[CH:29]=[CH:28][N:27]=[C:26]1[SH:30]. No catalyst specified. The product is [CH:20]1([C:18]([C:12]2[CH:13]=[C:14]([CH3:17])[CH:15]=[CH:16][C:11]=2[NH:10][C:8]([NH:7][C:5]2[S:6][C:2]([S:30][C:26]3[NH:25][CH:29]=[CH:28][N:27]=3)=[CH:3][N:4]=2)=[O:9])=[O:19])[CH2:24][CH2:23][CH2:22][CH2:21]1. The yield is 0.350. (4) The reactants are CO[CH:3](OC)[C:4]1[CH:9]=[CH:8][N:7]=[C:6]([CH3:10])[N:5]=1.Cl.[NH2:14][OH:15].Cl.C(=O)([O-])[O-].[Na+].[Na+]. The catalyst is CO. The product is [CH3:10][C:6]1[N:5]=[C:4]([CH:3]=[N:14][OH:15])[CH:9]=[CH:8][N:7]=1. The yield is 0.730. (5) The reactants are [Cl:1][C:2]1[CH:7]=[C:6]([CH2:8][OH:9])[CH:5]=[C:4]([Cl:10])[C:3]=1[OH:11].C(C1C(=O)C(Cl)=C(Cl)C(=O)C=1C#N)#N. The product is [Cl:1][C:2]1[CH:7]=[C:6]([CH:5]=[C:4]([Cl:10])[C:3]=1[OH:11])[CH:8]=[O:9]. The yield is 0.220. The catalyst is O1CCOCC1. (6) The reactants are [CH2:1]([C:5]1[C:9](/[CH:10]=[CH:11]/[C:12]2[S:13][C:14]([C:18]([OH:20])=O)=[C:15]([CH3:17])[N:16]=2)=[C:8]([CH3:21])[O:7][N:6]=1)[CH2:2][CH2:3][CH3:4].[CH3:22][CH:23]([NH2:28])[C:24]([F:27])([F:26])[F:25]. No catalyst specified. The product is [F:25][C:24]([F:27])([F:26])[C@H:23]([NH:28][C:18]([C:14]1[S:13][C:12](/[CH:11]=[CH:10]/[C:9]2[C:5]([CH2:1][CH2:2][CH2:3][CH3:4])=[N:6][O:7][C:8]=2[CH3:21])=[N:16][C:15]=1[CH3:17])=[O:20])[CH3:22]. The yield is 0.460. (7) The reactants are [F:1][C:2]1[CH:21]=[C:20]([F:22])[CH:19]=[CH:18][C:3]=1[O:4][C:5]1[CH:10]=[CH:9][C:8]([S:11]([CH3:14])(=[O:13])=[O:12])=[CH:7][C:6]=1[N+:15]([O-])=O.[H][H]. The catalyst is O1CCCC1.[Pd]. The product is [F:1][C:2]1[CH:21]=[C:20]([F:22])[CH:19]=[CH:18][C:3]=1[O:4][C:5]1[CH:10]=[CH:9][C:8]([S:11]([CH3:14])(=[O:13])=[O:12])=[CH:7][C:6]=1[NH2:15]. The yield is 0.550.